Predict the reaction yield, written as a fraction of the theoretical maximum amount of product (1.0 means a 100% yield; for example, 0.34 means a 34% yield). From a dataset of Reaction yield outcomes from USPTO patents with 853,638 reactions. (1) The reactants are [Cl:1][C:2]1[CH:3]=[C:4]([C:8]2[C:12]([CH2:13][O:14][C:15]3[CH:23]=[CH:22][C:18]([C:19]([OH:21])=O)=[CH:17][N:16]=3)=[C:11]([CH3:24])[O:10][N:9]=2)[CH:5]=[CH:6][CH:7]=1.F[B-](F)(F)F.N1(OC(N(C)C)=[N+](C)C)C2C=CC=CC=2N=N1.C(N(CC)C(C)C)(C)C.[F:56][C:57]([F:61])([F:60])[CH2:58][NH2:59]. The catalyst is CN(C=O)C. The product is [Cl:1][C:2]1[CH:3]=[C:4]([C:8]2[C:12]([CH2:13][O:14][C:15]3[CH:23]=[CH:22][C:18]([C:19]([NH:59][CH2:58][C:57]([F:61])([F:60])[F:56])=[O:21])=[CH:17][N:16]=3)=[C:11]([CH3:24])[O:10][N:9]=2)[CH:5]=[CH:6][CH:7]=1. The yield is 0.350. (2) The reactants are [N+:1]([C:4]1[CH:9]=[CH:8][C:7]([C:10]([CH3:17])([CH3:16])[C:11]([O:13][CH2:14][CH3:15])=[O:12])=[CH:6][CH:5]=1)([O-])=O.C([O-])=O.[K+]. The catalyst is CCO.O.[Pd]. The product is [NH2:1][C:4]1[CH:5]=[CH:6][C:7]([C:10]([CH3:16])([CH3:17])[C:11]([O:13][CH2:14][CH3:15])=[O:12])=[CH:8][CH:9]=1. The yield is 0.850. (3) The reactants are [N:1]1[C:2]([C:10]([OH:12])=O)=[CH:3][N:4]2[CH:9]=[CH:8][CH:7]=[CH:6][C:5]=12.[N:13]1[C:22]2[C:17](=[CH:18][CH:19]=[CH:20][CH:21]=2)[C:16]([N:23]2[CH2:28][CH2:27][N:26]([CH2:29][CH2:30][CH2:31][CH2:32][NH2:33])[CH2:25][CH2:24]2)=[CH:15][CH:14]=1. The catalyst is C(Cl)(Cl)Cl.CO. The product is [N:13]1[C:22]2[C:17](=[CH:18][CH:19]=[CH:20][CH:21]=2)[C:16]([N:23]2[CH2:24][CH2:25][N:26]([CH2:29][CH2:30][CH2:31][CH2:32][NH:33][C:10]([C:2]3[N:1]=[C:5]4[CH:6]=[CH:7][CH:8]=[CH:9][N:4]4[CH:3]=3)=[O:12])[CH2:27][CH2:28]2)=[CH:15][CH:14]=1. The yield is 0.110. (4) The catalyst is C(OCC)C.O1CCCC1.[Cl-].[Na+].O.C(OCC)(=O)C.O. The yield is 0.690. The product is [C:1]([O:5][C:6]([NH:8][C@@H:9]([CH3:16])/[CH:10]=[CH:33]/[C:31]([O:30][CH3:29])=[O:32])=[O:7])([CH3:2])([CH3:3])[CH3:4]. The reactants are [C:1]([O:5][C:6]([NH:8][C@@H:9]([CH3:16])[C:10](N(OC)C)=O)=[O:7])([CH3:4])([CH3:3])[CH3:2].[H-].[Al+3].[Li+].[H-].[H-].[H-].S([O-])(O)(=O)=O.[K+].[CH3:29][O:30][C:31]([CH2:33]P(OC)(OC)=O)=[O:32].[H-].[Na+]. (5) The catalyst is C(Cl)Cl. The yield is 0.830. The reactants are [F:1][C:2]1[CH:7]=[CH:6][C:5]([C:8]2[CH:9]=[N:10][C:11]([N:14]3[CH2:19][CH2:18][N:17](C(OC(C)(C)C)=O)[CH2:16][CH2:15]3)=[N:12][CH:13]=2)=[CH:4][CH:3]=1.FC(F)(F)C(O)=O.C(N(CC)CC)C.[CH3:41][S:42](Cl)(=[O:44])=[O:43]. The product is [F:1][C:2]1[CH:7]=[CH:6][C:5]([C:8]2[CH:9]=[N:10][C:11]([N:14]3[CH2:19][CH2:18][N:17]([S:42]([CH3:41])(=[O:44])=[O:43])[CH2:16][CH2:15]3)=[N:12][CH:13]=2)=[CH:4][CH:3]=1.